From a dataset of Catalyst prediction with 721,799 reactions and 888 catalyst types from USPTO. Predict which catalyst facilitates the given reaction. (1) Reactant: [CH2:1]1[N:6]2[C:7]3[CH:16]=[CH:15][CH:14]=[CH:13][C:8]=3[NH:9][C:10](=[O:12])[CH2:11][CH:5]2[CH2:4][NH:3][CH2:2]1.C(=O)([O-])[O-].[K+].[K+].Br[CH2:24][CH3:25]. Product: [CH2:24]([N:3]1[CH2:2][CH2:1][N:6]2[C:7]3[CH:16]=[CH:15][CH:14]=[CH:13][C:8]=3[NH:9][C:10](=[O:12])[CH2:11][CH:5]2[CH2:4]1)[CH3:25]. The catalyst class is: 9. (2) Reactant: [Br:1][C:2]1[CH:3]=[C:4]2[C:9](=[CH:10][CH:11]=1)[N:8]=[CH:7][C:6]([OH:12])=[CH:5]2.O[CH:14]1[CH2:18][CH2:17][N:16]([C:19]([O:21][C:22]([CH3:25])([CH3:24])[CH3:23])=[O:20])[CH2:15]1.PPP.CCOC(/N=N/C(OCC)=O)=O. Product: [Br:1][C:2]1[CH:3]=[C:4]2[C:9](=[CH:10][CH:11]=1)[N:8]=[CH:7][C:6]([O:12][CH:18]1[CH2:14][CH2:15][N:16]([C:19]([O:21][C:22]([CH3:25])([CH3:24])[CH3:23])=[O:20])[CH2:17]1)=[CH:5]2. The catalyst class is: 116. (3) Reactant: [O:1]=[C:2]1[NH:7][C:6](=[O:8])[C:5]([C:9]([O:11][CH2:12][CH3:13])=[O:10])=[CH:4][N:3]1[C:14]1[CH:22]=[C:21]2[C:17]([C:18]([CH3:26])([CH3:25])[C:19](=[O:24])[N:20]2[CH3:23])=[CH:16][CH:15]=1.Br[CH2:28][C:29]1[CH:34]=[CH:33][CH:32]=[C:31]([Cl:35])[C:30]=1[C:36]([F:39])([F:38])[F:37].C(=O)([O-])[O-].[K+].[K+].[I-].[K+]. Product: [Cl:35][C:31]1[C:30]([C:36]([F:37])([F:38])[F:39])=[C:29]([CH:34]=[CH:33][CH:32]=1)[CH2:28][N:7]1[C:6](=[O:8])[C:5]([C:9]([O:11][CH2:12][CH3:13])=[O:10])=[CH:4][N:3]([C:14]2[CH:22]=[C:21]3[C:17]([C:18]([CH3:25])([CH3:26])[C:19](=[O:24])[N:20]3[CH3:23])=[CH:16][CH:15]=2)[C:2]1=[O:1]. The catalyst class is: 18.